The task is: Predict the product of the given reaction.. This data is from Forward reaction prediction with 1.9M reactions from USPTO patents (1976-2016). (1) Given the reactants [NH2:1][C:2]1[C:7]([Cl:8])=[CH:6][C:5]([Cl:9])=[CH:4][N:3]=1.[CH:10]1([N+:16]#[C-:17])[CH2:15][CH2:14][CH2:13][CH2:12][CH2:11]1.[CH:18](=O)[C:19]1[O:23][CH:22]=[CH:21][CH:20]=1.[C:25](Cl)(=[O:27])[CH3:26], predict the reaction product. The product is: [CH:10]1([N:16]([C:17]2[N:3]3[CH:4]=[C:5]([Cl:9])[CH:6]=[C:7]([Cl:8])[C:2]3=[N:1][C:18]=2[C:19]2[O:23][CH:22]=[CH:21][CH:20]=2)[C:25](=[O:27])[CH3:26])[CH2:15][CH2:14][CH2:13][CH2:12][CH2:11]1. (2) Given the reactants [CH:1]1([C:4]([C:6]2[CH:35]=[CH:34][C:9]3[N:10]([CH2:14][CH2:15][O:16][C:17]4[CH:22]=[CH:21][C:20]([CH2:23][CH:24]([O:28][CH2:29][C:30]([F:33])([F:32])[F:31])[C:25](O)=[O:26])=[CH:19][CH:18]=4)[C:11](=[O:13])[S:12][C:8]=3[CH:7]=2)=[O:5])[CH2:3][CH2:2]1.C1C=CC2N(O)N=NC=2C=1.CCN=C=NCCCN(C)C.[CH:57]1[CH:62]=[CH:61][C:60]([C@H:63]([NH2:66])[CH2:64][OH:65])=[CH:59][CH:58]=1, predict the reaction product. The product is: [CH:1]1([C:4]([C:6]2[CH:35]=[CH:34][C:9]3[N:10]([CH2:14][CH2:15][O:16][C:17]4[CH:18]=[CH:19][C:20]([CH2:23][C@H:24]([O:28][CH2:29][C:30]([F:32])([F:31])[F:33])[C:25]([NH:66][C@@H:63]([C:60]5[CH:61]=[CH:62][CH:57]=[CH:58][CH:59]=5)[CH2:64][OH:65])=[O:26])=[CH:21][CH:22]=4)[C:11](=[O:13])[S:12][C:8]=3[CH:7]=2)=[O:5])[CH2:2][CH2:3]1. (3) The product is: [CH2:31]([O:33][C:34]1[CH:35]=[C:36]([CH:40]=[CH:41][CH:42]=1)[C:37]([NH:1][CH2:2][C:3]1[CH:4]=[C:5]([C:10]2[CH:15]=[CH:14][CH:13]=[C:12]([CH2:16][N:17]3[CH2:22][CH2:21][NH:20][C@@H:19]([CH3:30])[CH2:18]3)[CH:11]=2)[CH:6]=[CH:7][C:8]=1[F:9])=[O:38])[CH3:32]. Given the reactants [NH2:1][CH2:2][C:3]1[CH:4]=[C:5]([C:10]2[CH:15]=[CH:14][CH:13]=[C:12]([CH2:16][N:17]3[CH2:22][CH2:21][N:20](C(OC(C)(C)C)=O)[C@@H:19]([CH3:30])[CH2:18]3)[CH:11]=2)[CH:6]=[CH:7][C:8]=1[F:9].[CH2:31]([O:33][C:34]1[CH:35]=[C:36]([CH:40]=[CH:41][CH:42]=1)[C:37](O)=[O:38])[CH3:32].CN(C(ON1N=NC2C=CC=NC1=2)=[N+](C)C)C.F[P-](F)(F)(F)(F)F.C(N(C(C)C)CC)(C)C, predict the reaction product. (4) Given the reactants [F:8][C:7]([F:10])([F:9])[C:6](O[C:6](=[O:11])[C:7]([F:10])([F:9])[F:8])=[O:11].[CH3:14][O:15][CH2:16][C:17]1([CH2:30][NH:31][C@@H:32]2[CH2:34][C@H:33]2[C:35]2[CH:40]=[CH:39][CH:38]=[CH:37][CH:36]=2)[CH2:22][CH2:21][N:20]([C:23]([O:25][C:26]([CH3:29])([CH3:28])[CH3:27])=[O:24])[CH2:19][CH2:18]1.C(N(CC)C(C)C)(C)C, predict the reaction product. The product is: [CH3:14][O:15][CH2:16][C:17]1([CH2:30][N:31]([C@@H:32]2[CH2:34][C@H:33]2[C:35]2[CH:40]=[CH:39][CH:38]=[CH:37][CH:36]=2)[C:6](=[O:11])[C:7]([F:8])([F:9])[F:10])[CH2:22][CH2:21][N:20]([C:23]([O:25][C:26]([CH3:29])([CH3:27])[CH3:28])=[O:24])[CH2:19][CH2:18]1. (5) Given the reactants [Cl:1][C:2]1[CH:7]=[CH:6][C:5]([CH2:8][C@H:9]([C:14]([N:16]2[CH2:21][CH2:20][N:19]([C:22]3[CH:27]=[CH:26][CH:25]=[CH:24][C:23]=3[N:28]([CH2:33][CH:34]3[CH2:36][CH2:35]3)[S:29]([CH3:32])(=[O:31])=[O:30])[CH2:18][CH2:17]2)=[O:15])[CH2:10][C:11](O)=[O:12])=[CH:4][CH:3]=1.[N:37]1([C:43]([O:45][C:46]([CH3:49])([CH3:48])[CH3:47])=[O:44])[CH2:42][CH2:41][NH:40][CH2:39][CH2:38]1.C1C=CC2N(O)N=NC=2C=1.C(Cl)CCl, predict the reaction product. The product is: [Cl:1][C:2]1[CH:3]=[CH:4][C:5]([CH2:8][C@H:9]([C:14]([N:16]2[CH2:17][CH2:18][N:19]([C:22]3[CH:27]=[CH:26][CH:25]=[CH:24][C:23]=3[N:28]([CH2:33][CH:34]3[CH2:36][CH2:35]3)[S:29]([CH3:32])(=[O:31])=[O:30])[CH2:20][CH2:21]2)=[O:15])[CH2:10][C:11]([N:40]2[CH2:41][CH2:42][N:37]([C:43]([O:45][C:46]([CH3:49])([CH3:48])[CH3:47])=[O:44])[CH2:38][CH2:39]2)=[O:12])=[CH:6][CH:7]=1.